From a dataset of Forward reaction prediction with 1.9M reactions from USPTO patents (1976-2016). Predict the product of the given reaction. (1) The product is: [I:1][C:2]1[CH:6]=[C:5]([CH:7]2[CH2:12][CH2:11][N:10]([CH:18]3[CH2:19][O:16][CH2:17]3)[CH2:9][CH2:8]2)[N:4]([CH:13]([CH3:15])[CH3:14])[N:3]=1. Given the reactants [I:1][C:2]1[CH:6]=[C:5]([CH:7]2[CH2:12][CH2:11][NH:10][CH2:9][CH2:8]2)[N:4]([CH:13]([CH3:15])[CH3:14])[N:3]=1.[O:16]1[CH2:19][C:18](=O)[CH2:17]1.C([BH3-])#N.[Na+], predict the reaction product. (2) Given the reactants [NH2:1][CH2:2][C@@H:3]([C:12]1[CH:21]=[CH:20][C:19]([OH:22])=[C:18]2[C:13]=1C=C[C:16](=[O:23])[NH:17]2)[O:4][Si:5]([C:8]([CH3:11])([CH3:10])[CH3:9])([CH3:7])[CH3:6].N(C[C@@H](C1C=CC(OCC2C=CC=CC=2)=C(NC=O)C=1)O[Si](C(C)(C)C)(C)C)=[N+]=[N-], predict the reaction product. The product is: [NH2:1][CH2:2][C@@H:3]([C:12]1[CH:21]=[CH:20][C:19]([OH:22])=[C:18]([NH:17][CH:16]=[O:23])[CH:13]=1)[O:4][Si:5]([C:8]([CH3:11])([CH3:10])[CH3:9])([CH3:7])[CH3:6]. (3) Given the reactants [CH2:1]([O:8][C:9]1[C:14](=[O:15])[CH:13]=[C:12]([CH2:16][O:17]COC)O[C:10]=1[C:21]([N:23]([CH2:33][CH2:34][NH:35]C(=O)OC(C)(C)C)[CH2:24][C:25]1[CH:30]=[CH:29][C:28](Cl)=[C:27]([Cl:32])[CH:26]=1)=[O:22])[C:2]1[CH:7]=[CH:6][CH:5]=[CH:4][CH:3]=1.[ClH:43].O1CCOCC1, predict the reaction product. The product is: [CH2:1]([O:8][C:9]1[C:14](=[O:15])[CH:13]=[C:12]([CH2:16][OH:17])[N:35]2[CH2:34][CH2:33][N:23]([CH2:24][C:25]3[CH:30]=[CH:29][C:28]([Cl:43])=[C:27]([Cl:32])[CH:26]=3)[C:21](=[O:22])[C:10]=12)[C:2]1[CH:3]=[CH:4][CH:5]=[CH:6][CH:7]=1.